Dataset: Forward reaction prediction with 1.9M reactions from USPTO patents (1976-2016). Task: Predict the product of the given reaction. (1) Given the reactants [NH2:1][C:2]1[CH:7]=[CH:6][C:5]([C:8]2[C:16]3[C:15]([NH2:17])=[N:14][CH:13]=[N:12][C:11]=3[S:10][C:9]=2[CH3:18])=[CH:4][C:3]=1[O:19][CH3:20].Cl[C:22]1[CH:31]=[CH:30][C:29]2[C:24](=[CH:25][CH:26]=[CH:27][CH:28]=2)[N:23]=1, predict the reaction product. The product is: [NH2:17][C:15]1[C:16]2[C:8]([C:5]3[CH:6]=[CH:7][C:2]([NH:1][C:22]4[CH:31]=[CH:30][C:29]5[C:24](=[CH:25][CH:26]=[CH:27][CH:28]=5)[N:23]=4)=[C:3]([O:19][CH3:20])[CH:4]=3)=[C:9]([CH3:18])[S:10][C:11]=2[N:12]=[CH:13][N:14]=1. (2) Given the reactants [NH2:1][C:2]1[CH:3]=[C:4]2[C:9](=[C:10]([C:12]([F:15])([F:14])[F:13])[CH:11]=1)[N:8]=[CH:7][C:6]([C:16]#[N:17])=[C:5]2[NH:18][C:19]1[CH:24]=[CH:23][C:22]([F:25])=[C:21]([Cl:26])[CH:20]=1.[N:27]1[CH:32]=[CH:31][CH:30]=[C:29]([CH:33]=O)[CH:28]=1.[BH3-]C#N.[Na+], predict the reaction product. The product is: [Cl:26][C:21]1[CH:20]=[C:19]([NH:18][C:5]2[C:4]3[C:9](=[C:10]([C:12]([F:13])([F:14])[F:15])[CH:11]=[C:2]([NH:1][CH2:33][C:29]4[CH:28]=[N:27][CH:32]=[CH:31][CH:30]=4)[CH:3]=3)[N:8]=[CH:7][C:6]=2[C:16]#[N:17])[CH:24]=[CH:23][C:22]=1[F:25].